Predict the product of the given reaction. From a dataset of Forward reaction prediction with 1.9M reactions from USPTO patents (1976-2016). (1) Given the reactants [Br:1][C:2]1[CH:13]=[CH:12][CH:11]=[CH:10][C:3]=1[O:4][CH:5]1[CH2:9][CH2:8][NH:7][CH2:6]1.[C:14](O[C:14]([O:16][C:17]([CH3:20])([CH3:19])[CH3:18])=[O:15])([O:16][C:17]([CH3:20])([CH3:19])[CH3:18])=[O:15], predict the reaction product. The product is: [Br:1][C:2]1[CH:13]=[CH:12][CH:11]=[CH:10][C:3]=1[O:4][CH:5]1[CH2:9][CH2:8][N:7]([C:14]([O:16][C:17]([CH3:20])([CH3:19])[CH3:18])=[O:15])[CH2:6]1. (2) Given the reactants [BH4-].[Na+].[O:3]1[C:7]2[CH:8]=[CH:9][C:10]([CH:12]3[C:20]4[C:15](=[CH:16][CH:17]=[CH:18][CH:19]=4)[C:14](=[O:21])[CH2:13]3)=[CH:11][C:6]=2[O:5][CH2:4]1, predict the reaction product. The product is: [O:3]1[C:7]2[CH:8]=[CH:9][C:10]([C@@H:12]3[C:20]4[C:15](=[CH:16][CH:17]=[CH:18][CH:19]=4)[C@H:14]([OH:21])[CH2:13]3)=[CH:11][C:6]=2[O:5][CH2:4]1. (3) Given the reactants CO[C:3]([C:5]1[S:6][C:7]([C:26]#[C:27][C:28]([CH3:31])([CH3:30])[CH3:29])=[CH:8][C:9]=1[N:10]([C:17]([CH:19]1[CH2:24][CH2:23][CH:22]([CH3:25])[CH2:21][CH2:20]1)=[O:18])[CH:11]1[CH2:16][CH2:15][NH:14][CH2:13][CH2:12]1)=[O:4].Cl.[N:33]1[CH:38]=[CH:37][CH:36]=[CH:35][C:34]=1C(Cl)=O.CCN(C(C)C)C(C)C.[C:51]([O-])(O)=[O:52].[Na+].[OH-:56].[Li+], predict the reaction product. The product is: [CH3:31][C:28]([CH3:29])([CH3:30])[C:27]#[C:26][C:7]1[S:6][C:5]([C:3]([OH:56])=[O:4])=[C:9]([N:10]([C:17]([CH:19]2[CH2:24][CH2:23][CH:22]([CH3:25])[CH2:21][CH2:20]2)=[O:18])[CH:11]2[CH2:12][CH2:13][N:14]([C:51]([C:37]3[CH:38]=[N:33][CH:34]=[CH:35][CH:36]=3)=[O:52])[CH2:15][CH2:16]2)[CH:8]=1. (4) Given the reactants [C:1]1([C:31]2[CH:36]=[CH:35][CH:34]=[CH:33][CH:32]=2)[CH:6]=[CH:5][CH:4]=[C:3]([C:7]2[N:30]=[C:10]3[N:11]=[C:12]([CH3:29])[C:13]([CH:23]([OH:28])[C:24]([O:26][CH3:27])=[O:25])=[C:14]([N:15]4[CH2:20][CH2:19][C:18]([CH3:22])([CH3:21])[CH2:17][CH2:16]4)[N:9]3[N:8]=2)[CH:2]=1.CC(OI1(OC(C)=O)(OC(C)=O)OC(=O)C2C1=CC=CC=2)=O, predict the reaction product. The product is: [C:1]1([C:31]2[CH:32]=[CH:33][CH:34]=[CH:35][CH:36]=2)[CH:6]=[CH:5][CH:4]=[C:3]([C:7]2[N:30]=[C:10]3[N:11]=[C:12]([CH3:29])[C:13]([C:23](=[O:28])[C:24]([O:26][CH3:27])=[O:25])=[C:14]([N:15]4[CH2:16][CH2:17][C:18]([CH3:22])([CH3:21])[CH2:19][CH2:20]4)[N:9]3[N:8]=2)[CH:2]=1. (5) Given the reactants [C:1](Cl)(=[O:3])[CH3:2].[NH2:5][C@H:6]([CH2:25][S:26]([C:29]1[CH:38]=[CH:37][C:36]2[C:31](=[CH:32][CH:33]=[C:34]([Cl:39])[CH:35]=2)[CH:30]=1)(=[O:28])=[O:27])[C:7]([N:9]1[CH2:14][CH2:13][CH:12]([N:15]2[CH2:19][C:18]3=[CH:20][N:21]=[C:22]([CH3:23])[N:17]3[C:16]2=[O:24])[CH2:11][CH2:10]1)=[O:8].C(=O)([O-])O.[Na+], predict the reaction product. The product is: [Cl:39][C:34]1[CH:35]=[C:36]2[C:31](=[CH:32][CH:33]=1)[CH:30]=[C:29]([S:26]([CH2:25][C@@H:6]([NH:5][C:1](=[O:3])[CH3:2])[C:7]([N:9]1[CH2:10][CH2:11][CH:12]([N:15]3[CH2:19][C:18]4=[CH:20][N:21]=[C:22]([CH3:23])[N:17]4[C:16]3=[O:24])[CH2:13][CH2:14]1)=[O:8])(=[O:27])=[O:28])[CH:38]=[CH:37]2. (6) Given the reactants Cl[C:2]1[C:11]2[C:6](=[CH:7][N:8]=[C:9]([F:12])[CH:10]=2)[N:5]=[CH:4][C:3]=1[C:13]#[N:14].[O:15]([C:22]1[CH:28]=[CH:27][C:25]([NH2:26])=[CH:24][CH:23]=1)[C:16]1[CH:21]=[CH:20][CH:19]=[CH:18][CH:17]=1.C(=O)(O)[O-].[Na+], predict the reaction product. The product is: [F:12][C:9]1[CH:10]=[C:11]2[C:6](=[CH:7][N:8]=1)[N:5]=[CH:4][C:3]([C:13]#[N:14])=[C:2]2[NH:26][C:25]1[CH:24]=[CH:23][C:22]([O:15][C:16]2[CH:21]=[CH:20][CH:19]=[CH:18][CH:17]=2)=[CH:28][CH:27]=1. (7) Given the reactants [CH3:1][N:2]1[C:7]2[C:8](C)=[CH:9][NH:10][C:6]=2[C:5](=[O:12])[N:4]([CH3:13])[C:3]1=[O:14].Br[CH2:16][C:17]([NH:19][C:20]1[S:21][CH:22]=[C:23]([C:25]2[CH:30]=[C:29]([F:31])[C:28]([O:32][CH:33]([F:35])[F:34])=[C:27]([F:36])[CH:26]=2)[N:24]=1)=[O:18].[H-].[Na+], predict the reaction product. The product is: [F:35][CH:33]([F:34])[O:32][C:28]1[C:29]([F:31])=[CH:30][C:25]([C:23]2[N:24]=[C:20]([NH:19][C:17](=[O:18])[CH2:16][N:10]3[C:6]4[C:5](=[O:12])[N:4]([CH3:13])[C:3](=[O:14])[N:2]([CH3:1])[C:7]=4[CH:8]=[CH:9]3)[S:21][CH:22]=2)=[CH:26][C:27]=1[F:36]. (8) Given the reactants [Br:1][C:2]1[C:3]([CH3:27])=[N:4][N:5]([CH2:14][CH2:15]OS(C2C=CC(C)=CC=2)(=O)=O)[C:6]=1[C:7]1[CH:12]=[CH:11][C:10]([F:13])=[CH:9][CH:8]=1.[NH:28]1[CH2:33][CH2:32][O:31][CH2:30][CH2:29]1.C(=O)([O-])[O-].[K+].[K+], predict the reaction product. The product is: [Br:1][C:2]1[C:3]([CH3:27])=[N:4][N:5]([CH2:14][CH2:15][N:28]2[CH2:33][CH2:32][O:31][CH2:30][CH2:29]2)[C:6]=1[C:7]1[CH:8]=[CH:9][C:10]([F:13])=[CH:11][CH:12]=1. (9) Given the reactants [F:1][C:2]([F:18])([F:17])[C:3]1[CH:11]=[CH:10][CH:9]=[C:8]2[C:4]=1[C:5](=[O:16])[N:6]1[CH2:15][CH2:14][NH:13][CH2:12][CH:7]12.[CH:19](O)=O.C=O, predict the reaction product. The product is: [CH3:19][N:13]1[CH2:14][CH2:15][N:6]2[C:5](=[O:16])[C:4]3[C:8]([CH:7]2[CH2:12]1)=[CH:9][CH:10]=[CH:11][C:3]=3[C:2]([F:17])([F:1])[F:18].